Dataset: hERG Central: cardiac toxicity at 1µM, 10µM, and general inhibition. Task: Predict hERG channel inhibition at various concentrations. The compound is CCN1C(=O)c2cccc3c(NC(=O)c4ccc(OC)c(OC)c4)ccc1c23. Results: hERG_inhib (hERG inhibition (general)): blocker.